From a dataset of Forward reaction prediction with 1.9M reactions from USPTO patents (1976-2016). Predict the product of the given reaction. (1) Given the reactants CS[C:3]1[N:8]=[C:7]([N:9]2[CH2:14][CH2:13][CH:12]([C:15]3[CH:20]=[CH:19][CH:18]=[CH:17][CH:16]=3)[CH2:11][CH2:10]2)[C:6]([C:21]#[N:22])=[C:5]([O:23][CH2:24][C:25]([F:28])([F:27])[F:26])[N:4]=1.ClC1C=CC=C(C(OO)=O)C=1.CS(C1N=C(N2CCC(C3C=CC=CC=3)CC2)C(C#N)=C(OCC(F)(F)F)N=1)(=O)=O.[CH2:70]([CH2:72][NH2:73])[OH:71], predict the reaction product. The product is: [OH:71][CH2:70][CH2:72][NH:73][C:3]1[N:8]=[C:7]([N:9]2[CH2:14][CH2:13][CH:12]([C:15]3[CH:16]=[CH:17][CH:18]=[CH:19][CH:20]=3)[CH2:11][CH2:10]2)[C:6]([C:21]#[N:22])=[C:5]([O:23][CH2:24][C:25]([F:28])([F:27])[F:26])[N:4]=1. (2) Given the reactants Br[C:2]1[CH:3]=[C:4]([C:8]2[C:16]([C:17]3[C:22]([F:23])=[CH:21][N:20]=[C:19]([NH:24][C:25]4[CH:30]=[CH:29][CH:28]=[C:27]([F:31])[CH:26]=4)[N:18]=3)=[C:11]3[CH:12]=[CH:13][CH:14]=[CH:15][N:10]3[N:9]=2)[CH:5]=[CH:6][CH:7]=1.CC1(C)C2C(=C(P(C3C=CC=CC=3)C3C=CC=CC=3)C=CC=2)OC2C(P(C3C=CC=CC=3)C3C=CC=CC=3)=CC=CC1=2.C([O-])([O-])=O.[Cs+].[Cs+].[F:80][C:81]1[CH:89]=[CH:88][CH:87]=[C:86]([F:90])[C:82]=1[C:83]([NH2:85])=[O:84], predict the reaction product. The product is: [F:80][C:81]1[CH:89]=[CH:88][CH:87]=[C:86]([F:90])[C:82]=1[C:83]([NH:85][C:2]1[CH:7]=[CH:6][CH:5]=[C:4]([C:8]2[C:16]([C:17]3[C:22]([F:23])=[CH:21][N:20]=[C:19]([NH:24][C:25]4[CH:30]=[CH:29][CH:28]=[C:27]([F:31])[CH:26]=4)[N:18]=3)=[C:11]3[CH:12]=[CH:13][CH:14]=[CH:15][N:10]3[N:9]=2)[CH:3]=1)=[O:84]. (3) Given the reactants [NH2:1][C@H:2]1[CH2:6][CH2:5][CH2:4][C@H:3]1[OH:7].Cl.[OH-].[K+].[C:11](=O)(OC(Cl)(Cl)Cl)[O:12]C(Cl)(Cl)Cl, predict the reaction product. The product is: [O:7]1[C@@H:3]2[CH2:4][CH2:5][CH2:6][C@@H:2]2[NH:1][C:11]1=[O:12]. (4) Given the reactants [H-].[Na+].[CH2:3]([N:10]1[C:18]2[C:13](=[CH:14][CH:15]=[CH:16][CH:17]=2)[C:12]([CH2:19][OH:20])=[N:11]1)[C:4]1[CH:9]=[CH:8][CH:7]=[CH:6][CH:5]=1.[Cl:21]C1C=CC(CCl)=CC=1.O, predict the reaction product. The product is: [Cl:21][C:7]1[CH:6]=[CH:5][C:4]([CH2:3][N:10]2[C:18]3[C:13](=[CH:14][CH:15]=[CH:16][CH:17]=3)[C:12]([CH2:19][OH:20])=[N:11]2)=[CH:9][CH:8]=1. (5) Given the reactants [Cl:1][C:2]1[CH:3]=[N+:4]([O-:22])[CH:5]=[C:6]([Cl:21])[C:7]=1[CH2:8][C@@H:9]([C:11]1[CH:16]=[CH:15][C:14]([O:17][CH3:18])=[C:13]([O:19][CH3:20])[CH:12]=1)[OH:10].[N+:23]([C:26]1[CH:27]=[C:28]([CH:32]=[CH:33][CH:34]=1)[C:29](O)=[O:30])([O-:25])=[O:24].C(N=C=NCCCN(C)C)C, predict the reaction product. The product is: [Cl:21][C:6]1[CH:5]=[N+:4]([O-:22])[CH:3]=[C:2]([Cl:1])[C:7]=1[CH2:8][C@H:9]([O:10][C:29](=[O:30])[C:28]1[CH:32]=[CH:33][CH:34]=[C:26]([N+:23]([O-:25])=[O:24])[CH:27]=1)[C:11]1[CH:16]=[CH:15][C:14]([O:17][CH3:18])=[C:13]([O:19][CH3:20])[CH:12]=1.